Task: Predict the product of the given reaction.. Dataset: Forward reaction prediction with 1.9M reactions from USPTO patents (1976-2016) (1) The product is: [CH2:42]([N:44]1[C:52]([C:11]2[N:12]=[C:7]([N:1]3[CH2:2][CH2:3][O:4][CH2:5][CH2:6]3)[C:8]3[S:28][C:27]([CH2:29][N:30]4[CH2:31][CH2:32][N:33]([C:36]([CH3:41])([CH3:40])[C:37]([NH2:39])=[O:38])[CH2:34][CH2:35]4)=[CH:26][C:9]=3[N:10]=2)=[C:51]2[C:46]([CH:47]=[CH:48][CH:49]=[CH:50]2)=[N:45]1)[CH3:43]. Given the reactants [N:1]1([C:7]2[C:8]3[S:28][C:27]([CH2:29][N:30]4[CH2:35][CH2:34][N:33]([C:36]([CH3:41])([CH3:40])[C:37]([NH2:39])=[O:38])[CH2:32][CH2:31]4)=[CH:26][C:9]=3[N:10]=[C:11]([Sn](CCCC)(CCCC)CCCC)[N:12]=2)[CH2:6][CH2:5][O:4][CH2:3][CH2:2]1.[CH2:42]([N:44]1[C:52](I)=[C:51]2[C:46]([CH:47]=[CH:48][CH:49]=[CH:50]2)=[N:45]1)[CH3:43], predict the reaction product. (2) Given the reactants C[O:2][C:3]([C:5]1[CH:6]=[C:7]([N:26]2[CH2:31][CH2:30][CH:29]([NH:32][C:33]([O:35][C:36]([CH3:39])([CH3:38])[CH3:37])=[O:34])[CH2:28][CH2:27]2)[CH:8]=[N:9][C:10]=1[O:11][C:12]1[CH:17]=[CH:16][C:15]([O:18][C:19]2[CH:24]=[CH:23][CH:22]=[C:21]([F:25])[CH:20]=2)=[CH:14][CH:13]=1)=O.[NH3:40], predict the reaction product. The product is: [C:36]([O:35][C:33](=[O:34])[NH:32][CH:29]1[CH2:30][CH2:31][N:26]([C:7]2[CH:8]=[N:9][C:10]([O:11][C:12]3[CH:13]=[CH:14][C:15]([O:18][C:19]4[CH:24]=[CH:23][CH:22]=[C:21]([F:25])[CH:20]=4)=[CH:16][CH:17]=3)=[C:5]([C:3](=[O:2])[NH2:40])[CH:6]=2)[CH2:27][CH2:28]1)([CH3:38])([CH3:37])[CH3:39].